The task is: Predict the reactants needed to synthesize the given product.. This data is from Full USPTO retrosynthesis dataset with 1.9M reactions from patents (1976-2016). (1) Given the product [NH2:2][C:3]1[C:12]2[C:7](=[CH:8][CH:9]=[CH:10][CH:11]=2)[C:6]([O:13][C:16]2[CH:21]=[CH:20][N:19]=[CH:18][CH:17]=2)=[CH:5][CH:4]=1, predict the reactants needed to synthesize it. The reactants are: Cl.[NH2:2][C:3]1[C:12]2[C:7](=[CH:8][CH:9]=[CH:10][CH:11]=2)[C:6]([OH:13])=[CH:5][CH:4]=1.Cl.Cl[C:16]1[CH:21]=[CH:20][N:19]=[CH:18][CH:17]=1.CC(C)([O-])C.[K+]. (2) Given the product [Cl:3][C:4]1[CH:5]=[CH:6][C:7]([CH:8]([OH:9])[C:10]2[CH:11]=[CH:12][C:13]3[NH:19][C:18](=[O:20])[CH2:17][N:16]=[C:15]([C:21]4[CH:26]=[CH:25][CH:24]=[CH:23][CH:22]=4)[C:14]=3[CH:27]=2)=[CH:28][CH:29]=1, predict the reactants needed to synthesize it. The reactants are: [BH4-].[Na+].[Cl:3][C:4]1[CH:29]=[CH:28][C:7]([C:8]([C:10]2[CH:11]=[CH:12][C:13]3[NH:19][C:18](=[O:20])[CH2:17][N:16]=[C:15]([C:21]4[CH:26]=[CH:25][CH:24]=[CH:23][CH:22]=4)[C:14]=3[CH:27]=2)=[O:9])=[CH:6][CH:5]=1. (3) Given the product [CH2:22]([O:29][C:30](=[O:33])[CH2:31][N:20]([CH:21]1[CH2:13][CH2:14][CH2:15][CH2:16][CH2:17]1)[C:8](=[O:9])[CH2:7][OH:11])[C:23]1[CH:28]=[CH:27][CH:26]=[CH:25][CH:24]=1, predict the reactants needed to synthesize it. The reactants are: C1([CH:7]([OH:11])[C:8](O)=[O:9])CCCCC1.O[C:13]1[C:21]2[N:20]=NN[C:17]=2[CH:16]=[CH:15][CH:14]=1.[CH2:22]([O:29][C:30](=[O:33])[CH2:31]N)[C:23]1[CH:28]=[CH:27][CH:26]=[CH:25][CH:24]=1.C1(N=C=NC2CCCCC2)CCCCC1. (4) Given the product [Cl:46][C:33]1[C:34]([C:36]2[C:44]3[C:39](=[CH:40][CH:41]=[CH:42][CH:43]=3)[NH:38][C:37]=2[CH3:45])=[N:35][C:30]([NH:29][C@@H:25]2[CH2:26][CH2:27][CH2:28][C@H:23]([NH:22][C:20](=[O:21])[C:19]3[CH:47]=[CH:48][C:16]([NH:15][C:5](=[O:7])/[CH:4]=[CH:3]/[CH2:2][N:51]([CH3:52])[CH3:50])=[CH:17][CH:18]=3)[CH2:24]2)=[N:31][CH:32]=1, predict the reactants needed to synthesize it. The reactants are: Br[CH2:2]/[CH:3]=[CH:4]/[C:5]([OH:7])=O.C(Cl)(=O)C(Cl)=O.Cl.[NH2:15][C:16]1[CH:48]=[CH:47][C:19]([C:20]([NH:22][C@H:23]2[CH2:28][CH2:27][CH2:26][C@@H:25]([NH:29][C:30]3[N:35]=[C:34]([C:36]4[C:44]5[C:39](=[CH:40][CH:41]=[CH:42][CH:43]=5)[NH:38][C:37]=4[CH3:45])[C:33]([Cl:46])=[CH:32][N:31]=3)[CH2:24]2)=[O:21])=[CH:18][CH:17]=1.C[CH2:50][N:51](C(C)C)[CH:52](C)C.CNC.